Dataset: Forward reaction prediction with 1.9M reactions from USPTO patents (1976-2016). Task: Predict the product of the given reaction. (1) The product is: [F:1][C:2]1[CH:3]=[CH:4][C:5]([CH2:8][CH2:9][N:10]2[C:11](=[O:16])[CH2:12][CH:13]([CH2:14][CH3:15])[CH:19]([C:17]#[N:18])[C:20]2=[O:22])=[CH:6][CH:7]=1. Given the reactants [F:1][C:2]1[CH:7]=[CH:6][C:5]([CH2:8][CH2:9][NH:10][C:11](=[O:16])/[CH:12]=[CH:13]/[CH2:14][CH3:15])=[CH:4][CH:3]=1.[C:17]([CH2:19][C:20]([O:22]CC)=O)#[N:18].CC(C)([O-])C.[K+].O1CCCC1.Cl, predict the reaction product. (2) Given the reactants [NH2:1][C:2]1[N:7]([CH2:8][CH2:9][CH2:10][CH2:11][CH3:12])[C:6](=[O:13])[NH:5][C:4](=[O:14])[C:3]=1[N:15]=O, predict the reaction product. The product is: [NH2:15][C:3]1[C:4](=[O:14])[NH:5][C:6](=[O:13])[N:7]([CH2:8][CH2:9][CH2:10][CH2:11][CH3:12])[C:2]=1[NH2:1].